This data is from NCI-60 drug combinations with 297,098 pairs across 59 cell lines. The task is: Regression. Given two drug SMILES strings and cell line genomic features, predict the synergy score measuring deviation from expected non-interaction effect. (1) Cell line: SW-620. Synergy scores: CSS=28.4, Synergy_ZIP=0.668, Synergy_Bliss=0.147, Synergy_Loewe=-2.00, Synergy_HSA=2.20. Drug 2: B(C(CC(C)C)NC(=O)C(CC1=CC=CC=C1)NC(=O)C2=NC=CN=C2)(O)O. Drug 1: C1=C(C(=O)NC(=O)N1)N(CCCl)CCCl. (2) Drug 1: COC1=C(C=C2C(=C1)N=CN=C2NC3=CC(=C(C=C3)F)Cl)OCCCN4CCOCC4. Drug 2: CC12CCC3C(C1CCC2=O)CC(=C)C4=CC(=O)C=CC34C. Cell line: RXF 393. Synergy scores: CSS=55.2, Synergy_ZIP=-0.625, Synergy_Bliss=0.593, Synergy_Loewe=-1.00, Synergy_HSA=2.71. (3) Drug 1: CC1=C(C=C(C=C1)C(=O)NC2=CC(=CC(=C2)C(F)(F)F)N3C=C(N=C3)C)NC4=NC=CC(=N4)C5=CN=CC=C5. Drug 2: C1CN1C2=NC(=NC(=N2)N3CC3)N4CC4. Cell line: K-562. Synergy scores: CSS=38.0, Synergy_ZIP=25.2, Synergy_Bliss=23.8, Synergy_Loewe=19.1, Synergy_HSA=23.8.